This data is from Reaction yield outcomes from USPTO patents with 853,638 reactions. The task is: Predict the reaction yield, written as a fraction of the theoretical maximum amount of product (1.0 means a 100% yield; for example, 0.34 means a 34% yield). The reactants are [C:1]([OH:6])(=[O:5])C(C)=O.C(O[CH:10]([O:14][CH2:15][CH3:16])[O:11][CH2:12][CH3:13])C.S(=O)(=O)(O)O.Cl[CH2:23]Cl. No catalyst specified. The product is [CH2:15]([O:14][C:10]([O:11][CH2:12][CH3:13])([CH3:23])[C:1]([OH:6])=[O:5])[CH3:16]. The yield is 1.00.